This data is from Full USPTO retrosynthesis dataset with 1.9M reactions from patents (1976-2016). The task is: Predict the reactants needed to synthesize the given product. (1) Given the product [C:20]([C:2]1[S:3][CH:4]=[CH:5][C:6]=1[CH2:7][CH2:8][CH2:9][CH2:10][CH2:11][CH2:12][CH2:13][CH2:14][CH2:15][CH2:16][CH2:17][CH3:18])#[N:21], predict the reactants needed to synthesize it. The reactants are: Br[C:2]1[S:3][CH:4]=[CH:5][C:6]=1[CH2:7][CH2:8][CH2:9][CH2:10][CH2:11][CH2:12][CH2:13][CH2:14][CH2:15][CH2:16][CH2:17][CH3:18].[Cu](C#N)[C:20]#[N:21]. (2) Given the product [CH3:16][O:15][CH2:14][CH2:13][O:12][C:7]1[CH:8]=[C:9]2[C:4](=[CH:5][CH:6]=1)[N:3]=[C:2]([C:25]1[CH:26]=[CH:27][C:28]([CH2:31][C:32]([NH:34][C:35]3[CH:39]=[C:38]([C:40]4([C:43]([F:46])([F:44])[F:45])[CH2:41][CH2:42]4)[O:37][N:36]=3)=[O:33])=[CH:29][CH:30]=1)[CH:11]=[N:10]2, predict the reactants needed to synthesize it. The reactants are: Cl[C:2]1[CH:11]=[N:10][C:9]2[C:4](=[CH:5][CH:6]=[C:7]([O:12][CH2:13][CH2:14][O:15][CH3:16])[CH:8]=2)[N:3]=1.CC1(C)C(C)(C)OB([C:25]2[CH:30]=[CH:29][C:28]([CH2:31][C:32]([NH:34][C:35]3[CH:39]=[C:38]([C:40]4([C:43]([F:46])([F:45])[F:44])[CH2:42][CH2:41]4)[O:37][N:36]=3)=[O:33])=[CH:27][CH:26]=2)O1.C([O-])([O-])=O.[Na+].[Na+]. (3) Given the product [C:25]([C:27]1[CH:32]=[CH:31][C:30]([N:33]([CH2:41][C:13]2[C:14](=[O:17])[CH2:15][CH2:16][C:12]=2[NH:11][C:7]2[CH:8]=[CH:9][CH:10]=[C:5]([CH:4]([F:18])[F:3])[CH:6]=2)[C:34](=[O:40])[O:35][C:36]([CH3:39])([CH3:38])[CH3:37])=[C:29]([S:51]([CH3:54])(=[O:52])=[O:53])[CH:28]=1)#[N:26], predict the reactants needed to synthesize it. The reactants are: [H-].[Na+].[F:3][CH:4]([F:18])[C:5]1[CH:6]=[C:7]([NH:11][C:12]2[CH2:16][CH2:15][C:14](=[O:17])[CH:13]=2)[CH:8]=[CH:9][CH:10]=1.CC1CCCO1.[C:25]([C:27]1[CH:32]=[CH:31][C:30]([N:33]([CH2:41]S(C2C=CC=CC=2)(=O)=O)[C:34](=[O:40])[O:35][C:36]([CH3:39])([CH3:38])[CH3:37])=[C:29]([S:51]([CH3:54])(=[O:53])=[O:52])[CH:28]=1)#[N:26]. (4) The reactants are: Cl.C(O[C:5]([C:7]1[CH:8]=[C:9]2[C:13](=[CH:14][CH:15]=1)[NH:12][N:11]=[C:10]2[C:16]1[CH:21]=[CH:20][C:19]([F:22])=[CH:18][CH:17]=1)=[NH:6])C.[NH2:23][NH:24][C:25](=O)[CH2:26][NH:27][CH3:28].C[O-].[Na+]. Given the product [F:22][C:19]1[CH:20]=[CH:21][C:16]([C:10]2[C:9]3[C:13](=[CH:14][CH:15]=[C:7]([C:5]4[N:6]=[C:25]([CH2:26][NH:27][CH3:28])[NH:24][N:23]=4)[CH:8]=3)[NH:12][N:11]=2)=[CH:17][CH:18]=1, predict the reactants needed to synthesize it. (5) Given the product [CH:1]1([CH2:6][N:7]([CH2:18][CH3:19])[C:8]2[N:9]=[C:10]([CH2:16][CH3:17])[CH:11]=[CH:12][C:13]=2[CH:14]=[O:30])[CH2:5][CH2:4][CH2:3][CH2:2]1, predict the reactants needed to synthesize it. The reactants are: [CH:1]1([CH2:6][N:7]([CH2:18][CH3:19])[C:8]2[C:13]([C:14]#N)=[CH:12][CH:11]=[C:10]([CH2:16][CH3:17])[N:9]=2)[CH2:5][CH2:4][CH2:3][CH2:2]1.[H-].C([Al+]CC(C)C)C(C)C.[OH-:30].[Na+]. (6) Given the product [C:1]([O:66][C:64]([N:39]1[CH:44]([C:45]2[NH:46][C:47]3[CH:53]=[C:52]([C:28]4[CH:27]=[CH:26][C:25]5[C:21]6[CH:20]=[CH:19][C:18]([C:15]7[NH:14][C:13]([CH:9]8[CH2:10][CH2:11][CH2:12][N:8]8[C:6]([O:5][C:1]([CH3:4])([CH3:3])[CH3:2])=[O:7])=[N:17][CH:16]=7)=[CH:31][C:22]=6[S:23][C:24]=5[CH:29]=4)[CH:51]=[CH:50][C:48]=3[N:49]=2)[CH:43]2[CH2:63][CH:40]1[CH2:41][CH2:42]2)=[O:67])([CH3:4])([CH3:3])[CH3:2], predict the reactants needed to synthesize it. The reactants are: [C:1]([O:5][C:6]([N:8]1[CH2:12][CH2:11][CH2:10][CH:9]1[C:13]1[NH:14][C:15]([C:18]2[CH:19]=[CH:20][C:21]3[C:25]4[CH:26]=[CH:27][C:28](Br)=[CH:29][C:24]=4[S:23][C:22]=3[CH:31]=2)=[CH:16][N:17]=1)=[O:7])([CH3:4])([CH3:3])[CH3:2].C(OC([N:39]1[CH:44]([C:45]2[NH:49][C:48]3[CH:50]=[C:51](B4OC(C)(C)C(C)(C)O4)[CH:52]=[CH:53][C:47]=3[N:46]=2)[CH:43]2[CH2:63][CH:40]1[CH2:41][CH2:42]2)=O)(C)(C)C.[C:64](=[O:67])([O-:66])[O-].[K+].[K+]. (7) Given the product [O-:6][Al:5]=[O:4].[O-:9][Al:8]=[O:7].[Mg+2:10].[O-2:1].[Mg+2:10], predict the reactants needed to synthesize it. The reactants are: [O:1]=[Ce]=O.[O-:4][Al:5]=[O:6].[O-:7][Al:8]=[O:9].[Mg+2:10].